Binary Classification. Given a drug SMILES string, predict its activity (active/inactive) in a high-throughput screening assay against a specified biological target. From a dataset of HIV replication inhibition screening data with 41,000+ compounds from the AIDS Antiviral Screen. (1) The compound is CC1(C)OC(=O)C(=Cc2ccc3c(c2)OCO3)C(=O)O1. The result is 0 (inactive). (2) The result is 0 (inactive). The drug is CC1(C)CC2=NO[Se]3=C2C(=NO3)C1. (3) The result is 0 (inactive). The compound is CC(=O)Nc1ccc(S(=O)(=O)NN=C(C)C2CCOC2=O)cc1. (4) The molecule is O=C(c1cc(Cl)ccc1Cl)N1CCN(c2cccc(Cl)c2)CC1. The result is 0 (inactive). (5) The compound is CCCc1nc(NC#N)nc(C(=O)Nc2ccccc2)c1CC. The result is 0 (inactive). (6) The compound is Cc1cc(-c2ccco2)oc(=O)c1NC(=O)c1ccccc1. The result is 0 (inactive).